Dataset: Full USPTO retrosynthesis dataset with 1.9M reactions from patents (1976-2016). Task: Predict the reactants needed to synthesize the given product. (1) Given the product [CH2:1]([O:8][C:9]1[CH:14]=[C:13]([C:27]2[CH:28]=[N:24][NH:25][CH:26]=2)[CH:12]=[CH:11][C:10]=1[N:16]1[S:20](=[O:22])(=[O:21])[NH:19][C:18](=[O:23])[CH2:17]1)[C:2]1[CH:7]=[CH:6][CH:5]=[CH:4][CH:3]=1, predict the reactants needed to synthesize it. The reactants are: [CH2:1]([O:8][C:9]1[CH:14]=[C:13](I)[CH:12]=[CH:11][C:10]=1[N:16]1[S:20](=[O:22])(=[O:21])[NH:19][C:18](=[O:23])[CH2:17]1)[C:2]1[CH:7]=[CH:6][CH:5]=[CH:4][CH:3]=1.[NH:24]1[CH:28]=[C:27](B(O)O)[CH:26]=[N:25]1.C([O-])([O-])=O.[Na+].[Na+]. (2) Given the product [Cl:1][C:2]1[CH:3]=[C:4]([NH:9][C:10]2[CH:11]=[C:12]3[C:16](=[CH:17][CH:18]=2)[CH2:15][CH:14]([NH:19][C:20]2[CH:29]=[CH:28][C:27]([N+:30]([O-:32])=[O:31])=[CH:26][C:21]=2[C:22]([OH:24])=[O:23])[CH2:13]3)[CH:5]=[CH:6][C:7]=1[Cl:8], predict the reactants needed to synthesize it. The reactants are: [Cl:1][C:2]1[CH:3]=[C:4]([NH:9][C:10]2[CH:11]=[C:12]3[C:16](=[CH:17][CH:18]=2)[CH2:15][CH:14]([NH:19][C:20]2[CH:29]=[CH:28][C:27]([N+:30]([O-:32])=[O:31])=[CH:26][C:21]=2[C:22]([O:24]C)=[O:23])[CH2:13]3)[CH:5]=[CH:6][C:7]=1[Cl:8].[OH-].[Na+]. (3) Given the product [CH3:25][C:22]1[N:21]=[CH:20][C:19]([N:9]2[CH:10]=[C:11]([C:13]3[CH:18]=[CH:17][CH:16]=[CH:15][N:14]=3)[N:12]=[C:8]2[C:5]2[CH:6]=[CH:7][C:2]([N:32]3[C:31]4[N:26]=[CH:27][N:28]=[CH:29][C:30]=4[CH:34]=[CH:33]3)=[CH:3][CH:4]=2)=[CH:24][CH:23]=1, predict the reactants needed to synthesize it. The reactants are: I[C:2]1[CH:7]=[CH:6][C:5]([C:8]2[N:9]([C:19]3[CH:20]=[N:21][C:22]([CH3:25])=[CH:23][CH:24]=3)[CH:10]=[C:11]([C:13]3[CH:18]=[CH:17][CH:16]=[CH:15][N:14]=3)[N:12]=2)=[CH:4][CH:3]=1.[N:26]1[C:31]2[NH:32][CH:33]=[CH:34][C:30]=2[CH:29]=[N:28][CH:27]=1.[O-]P([O-])([O-])=O.[K+].[K+].[K+].CN(C)[C@@H]1CCCC[C@H]1N.